From a dataset of NCI-60 drug combinations with 297,098 pairs across 59 cell lines. Regression. Given two drug SMILES strings and cell line genomic features, predict the synergy score measuring deviation from expected non-interaction effect. (1) Drug 1: CC1C(C(=O)NC(C(=O)N2CCCC2C(=O)N(CC(=O)N(C(C(=O)O1)C(C)C)C)C)C(C)C)NC(=O)C3=C4C(=C(C=C3)C)OC5=C(C(=O)C(=C(C5=N4)C(=O)NC6C(OC(=O)C(N(C(=O)CN(C(=O)C7CCCN7C(=O)C(NC6=O)C(C)C)C)C)C(C)C)C)N)C. Drug 2: C(=O)(N)NO. Cell line: MALME-3M. Synergy scores: CSS=12.8, Synergy_ZIP=-6.21, Synergy_Bliss=-5.50, Synergy_Loewe=-27.6, Synergy_HSA=-4.78. (2) Drug 1: C1=CC(=CC=C1CC(C(=O)O)N)N(CCCl)CCCl.Cl. Drug 2: C1=CC(=CC=C1C#N)C(C2=CC=C(C=C2)C#N)N3C=NC=N3. Cell line: HOP-92. Synergy scores: CSS=7.58, Synergy_ZIP=-5.78, Synergy_Bliss=-4.64, Synergy_Loewe=-18.1, Synergy_HSA=-3.89. (3) Drug 1: C1=CC=C(C=C1)NC(=O)CCCCCCC(=O)NO. Drug 2: CC1C(C(CC(O1)OC2CC(OC(C2O)C)OC3=CC4=CC5=C(C(=O)C(C(C5)C(C(=O)C(C(C)O)O)OC)OC6CC(C(C(O6)C)O)OC7CC(C(C(O7)C)O)OC8CC(C(C(O8)C)O)(C)O)C(=C4C(=C3C)O)O)O)O. Cell line: SNB-19. Synergy scores: CSS=48.9, Synergy_ZIP=0.487, Synergy_Bliss=2.67, Synergy_Loewe=-6.77, Synergy_HSA=1.05. (4) Drug 1: CC1=CC2C(CCC3(C2CCC3(C(=O)C)OC(=O)C)C)C4(C1=CC(=O)CC4)C. Drug 2: C1=CC(=CC=C1C#N)C(C2=CC=C(C=C2)C#N)N3C=NC=N3. Cell line: ACHN. Synergy scores: CSS=-1.76, Synergy_ZIP=-1.47, Synergy_Bliss=-6.19, Synergy_Loewe=-3.65, Synergy_HSA=-5.30. (5) Drug 1: C1=CC=C(C=C1)NC(=O)CCCCCCC(=O)NO. Drug 2: C(=O)(N)NO. Cell line: A498. Synergy scores: CSS=8.75, Synergy_ZIP=-5.14, Synergy_Bliss=-4.15, Synergy_Loewe=-30.2, Synergy_HSA=-4.00. (6) Drug 1: CN(C)N=NC1=C(NC=N1)C(=O)N. Drug 2: C1CN1P(=S)(N2CC2)N3CC3. Cell line: CCRF-CEM. Synergy scores: CSS=37.2, Synergy_ZIP=-1.92, Synergy_Bliss=-4.26, Synergy_Loewe=-5.74, Synergy_HSA=-2.27. (7) Drug 1: C1=CC(=C2C(=C1NCCNCCO)C(=O)C3=C(C=CC(=C3C2=O)O)O)NCCNCCO. Drug 2: CC1CCC2CC(C(=CC=CC=CC(CC(C(=O)C(C(C(=CC(C(=O)CC(OC(=O)C3CCCCN3C(=O)C(=O)C1(O2)O)C(C)CC4CCC(C(C4)OC)O)C)C)O)OC)C)C)C)OC. Cell line: NCI/ADR-RES. Synergy scores: CSS=-0.501, Synergy_ZIP=-2.71, Synergy_Bliss=-5.57, Synergy_Loewe=-5.10, Synergy_HSA=-4.60. (8) Drug 1: COC1=NC(=NC2=C1N=CN2C3C(C(C(O3)CO)O)O)N. Drug 2: C1=NC(=NC(=O)N1C2C(C(C(O2)CO)O)O)N. Cell line: OVCAR3. Synergy scores: CSS=38.6, Synergy_ZIP=24.4, Synergy_Bliss=22.7, Synergy_Loewe=-11.5, Synergy_HSA=7.19. (9) Drug 1: C1=NC2=C(N1)C(=S)N=CN2. Drug 2: B(C(CC(C)C)NC(=O)C(CC1=CC=CC=C1)NC(=O)C2=NC=CN=C2)(O)O. Cell line: HS 578T. Synergy scores: CSS=25.3, Synergy_ZIP=-7.34, Synergy_Bliss=-5.34, Synergy_Loewe=-20.2, Synergy_HSA=-3.38. (10) Cell line: ACHN. Synergy scores: CSS=10.1, Synergy_ZIP=-3.46, Synergy_Bliss=-2.15, Synergy_Loewe=-11.3, Synergy_HSA=-2.20. Drug 2: C1C(C(OC1N2C=NC(=NC2=O)N)CO)O. Drug 1: CC1=C(C=C(C=C1)C(=O)NC2=CC(=CC(=C2)C(F)(F)F)N3C=C(N=C3)C)NC4=NC=CC(=N4)C5=CN=CC=C5.